From a dataset of Reaction yield outcomes from USPTO patents with 853,638 reactions. Predict the reaction yield, written as a fraction of the theoretical maximum amount of product (1.0 means a 100% yield; for example, 0.34 means a 34% yield). (1) The product is [CH3:9][O:8][C:6]1[CH:7]=[C:2]([P:13](=[O:20])([O:17][CH2:18][CH3:19])[O:14][CH2:15][CH3:16])[CH:3]=[CH:4][C:5]=1[N+:10]([O-:12])=[O:11]. The catalyst is CN(C=O)C.C([O-])(=O)C.[Pd+2].C([O-])(=O)C. The reactants are Cl[C:2]1[CH:3]=[CH:4][C:5]([N+:10]([O-:12])=[O:11])=[C:6]([O:8][CH3:9])[CH:7]=1.[P:13]([O-:20])([O:17][CH2:18][CH3:19])[O:14][CH2:15][CH3:16].CC1(C)C2C(=C(P(C3C=CC=CC=3)C3C=CC=CC=3)C=CC=2)OC2C(P(C3C=CC=CC=3)C3C=CC=CC=3)=CC=CC1=2.P([O-])([O-])([O-])=O.[K+].[K+].[K+]. The yield is 0.330. (2) The reactants are [OH:1][C:2]1[CH:9]=[CH:8][C:5]([CH:6]=[O:7])=[CH:4][CH:3]=1.Br[CH2:11][CH:12]1[CH2:17][CH2:16][CH2:15][CH2:14][CH2:13]1.C([O-])([O-])=O.[K+].[K+]. The catalyst is CC#N. The product is [CH:12]1([CH2:11][O:1][C:2]2[CH:9]=[CH:8][C:5]([CH:6]=[O:7])=[CH:4][CH:3]=2)[CH2:17][CH2:16][CH2:15][CH2:14][CH2:13]1. The yield is 0.820. (3) The reactants are [C:12]([O:11][C:9](O[C:9]([O:11][C:12]([CH3:15])([CH3:14])[CH3:13])=[O:10])=[O:10])([CH3:15])([CH3:14])[CH3:13].[CH2:16]([NH2:19])[C:17]#[CH:18]. The catalyst is C1COCC1. The product is [C:9]([NH:19][CH2:16][C:17]#[CH:18])([O:11][C:12]([CH3:13])([CH3:14])[CH3:15])=[O:10]. The yield is 0.750.